From a dataset of Peptide-MHC class I binding affinity with 185,985 pairs from IEDB/IMGT. Regression. Given a peptide amino acid sequence and an MHC pseudo amino acid sequence, predict their binding affinity value. This is MHC class I binding data. (1) The peptide sequence is CPRIFSHSF. The MHC is HLA-B07:02 with pseudo-sequence HLA-B07:02. The binding affinity (normalized) is 0.787. (2) The peptide sequence is MMQGTPYVY. The MHC is HLA-B15:02 with pseudo-sequence HLA-B15:02. The binding affinity (normalized) is 0.834. (3) The peptide sequence is SVEKIADDRI. The MHC is HLA-A02:01 with pseudo-sequence HLA-A02:01. The binding affinity (normalized) is 0.238. (4) The peptide sequence is KTINALVYF. The MHC is HLA-B57:01 with pseudo-sequence HLA-B57:01. The binding affinity (normalized) is 0.384. (5) The MHC is HLA-A02:03 with pseudo-sequence HLA-A02:03. The peptide sequence is DAINKCVDI. The binding affinity (normalized) is 0.114. (6) The peptide sequence is NKFMAILQH. The MHC is HLA-A24:02 with pseudo-sequence HLA-A24:02. The binding affinity (normalized) is 0. (7) The peptide sequence is NGRFVSLPKI. The MHC is H-2-Dd with pseudo-sequence H-2-Dd. The binding affinity (normalized) is 0. (8) The peptide sequence is IQLFSDFTI. The MHC is HLA-A24:02 with pseudo-sequence HLA-A24:02. The binding affinity (normalized) is 0.461.